Dataset: HIV replication inhibition screening data with 41,000+ compounds from the AIDS Antiviral Screen. Task: Binary Classification. Given a drug SMILES string, predict its activity (active/inactive) in a high-throughput screening assay against a specified biological target. (1) The drug is CCOC(=O)CN(c1scc(-c2ccccc2)c1C(=O)OCC)S(=O)(=O)c1ccc(C)cc1. The result is 0 (inactive). (2) The compound is COc1cccc(OC)c1C1ON=C(c2ccccc2)N1C12CC3CC(CC(C3)C1)C2. The result is 0 (inactive). (3) The compound is Cc1ccc(S(=O)(=O)Oc2ccc3oc4cccc(NCCN(C)C)c4c(=O)c3c2)cc1. The result is 0 (inactive). (4) The drug is CC1C(c2ccccc2)[OH+][B-](c2ccccc2)(c2ccccc2)N1C. The result is 0 (inactive). (5) The molecule is O=C1NC2(CCCC2)C2CCCCC12O. The result is 0 (inactive). (6) The drug is CCOc1ccc(N=O)c(O)c1. The result is 0 (inactive). (7) The molecule is CCCCCCCCCCCC(=O)C1=C(O)CCC(O)C1=O. The result is 0 (inactive). (8) The compound is Clc1ccc(CN2COc3c(ccc4ccccc34)C2)cc1. The result is 0 (inactive). (9) The compound is COc1ccccc1C1OC2=Nc3ccccc3NC2=C1O. The result is 0 (inactive).